This data is from NCI-60 drug combinations with 297,098 pairs across 59 cell lines. The task is: Regression. Given two drug SMILES strings and cell line genomic features, predict the synergy score measuring deviation from expected non-interaction effect. (1) Drug 1: CC(C1=C(C=CC(=C1Cl)F)Cl)OC2=C(N=CC(=C2)C3=CN(N=C3)C4CCNCC4)N. Drug 2: C1=CC(=C2C(=C1NCCNCCO)C(=O)C3=C(C=CC(=C3C2=O)O)O)NCCNCCO. Cell line: CCRF-CEM. Synergy scores: CSS=75.5, Synergy_ZIP=6.37, Synergy_Bliss=3.14, Synergy_Loewe=-3.37, Synergy_HSA=5.14. (2) Drug 1: CNC(=O)C1=CC=CC=C1SC2=CC3=C(C=C2)C(=NN3)C=CC4=CC=CC=N4. Drug 2: C1=C(C(=O)NC(=O)N1)N(CCCl)CCCl. Cell line: OVCAR-5. Synergy scores: CSS=14.4, Synergy_ZIP=-1.03, Synergy_Bliss=5.67, Synergy_Loewe=2.95, Synergy_HSA=4.11.